Predict the reactants needed to synthesize the given product. From a dataset of Full USPTO retrosynthesis dataset with 1.9M reactions from patents (1976-2016). The reactants are: ClC1C=CC(C(C2C=CC(Cl)=CC=2)[N:9]2[CH2:12][CH:11]([CH2:13][S:14]([C:17]3[CH:22]=[CH:21][CH:20]=[CH:19][CH:18]=3)(=[O:16])=[O:15])[CH2:10]2)=CC=1.[BH4-].[Na+].C1(S(C=C2CNC2)(=O)=O)C=CC=CC=1.S([O-])([O-])(=O)=O.[Mg+2]. Given the product [C:17]1([S:14]([CH2:13][CH:11]2[CH2:12][NH:9][CH2:10]2)(=[O:16])=[O:15])[CH:18]=[CH:19][CH:20]=[CH:21][CH:22]=1, predict the reactants needed to synthesize it.